Dataset: Reaction yield outcomes from USPTO patents with 853,638 reactions. Task: Predict the reaction yield, written as a fraction of the theoretical maximum amount of product (1.0 means a 100% yield; for example, 0.34 means a 34% yield). (1) The reactants are Br[C:2]1[N:6]([S:7]([C:10]2[CH:15]=[CH:14][C:13]([F:16])=[CH:12][CH:11]=2)(=[O:9])=[O:8])[CH:5]=[C:4]([CH2:17][N:18]([CH3:26])[C:19](=[O:25])[O:20][C:21]([CH3:24])([CH3:23])[CH3:22])[CH:3]=1.[S:27]1[CH:31]=[CH:30][C:29](B(O)O)=[CH:28]1.C(=O)([O-])[O-].[Na+].[Na+]. The catalyst is C1C=CC([P]([Pd]([P](C2C=CC=CC=2)(C2C=CC=CC=2)C2C=CC=CC=2)([P](C2C=CC=CC=2)(C2C=CC=CC=2)C2C=CC=CC=2)[P](C2C=CC=CC=2)(C2C=CC=CC=2)C2C=CC=CC=2)(C2C=CC=CC=2)C2C=CC=CC=2)=CC=1. The product is [F:16][C:13]1[CH:14]=[CH:15][C:10]([S:7]([N:6]2[C:2]([C:29]3[CH:30]=[CH:31][S:27][CH:28]=3)=[CH:3][C:4]([CH2:17][N:18]([CH3:26])[C:19](=[O:25])[O:20][C:21]([CH3:24])([CH3:23])[CH3:22])=[CH:5]2)(=[O:9])=[O:8])=[CH:11][CH:12]=1. The yield is 0.690. (2) The reactants are [Cl:1][C:2]1[N:7]=[CH:6][C:5]([C:8](=O)[CH3:9])=[CH:4][CH:3]=1.[NH2:11][OH:12].O. The catalyst is C(O)(=O)C.O1CCOCC1.C(Cl)(Cl)Cl.C(O)(C)C. The product is [Cl:1][C:2]1[N:7]=[CH:6][C:5]([C:8](=[N:11][OH:12])[CH3:9])=[CH:4][CH:3]=1. The yield is 0.940. (3) The reactants are [N+]([C:4]1[CH:9]=[C:8]([N+:10]([O-])=O)[C:7]([C:13]([F:16])([F:15])[F:14])=[CH:6][C:5]=1/[CH:17]=[CH:18]/[N:19](C)C)([O-])=O. The catalyst is [Ni].C(O)C. The product is [F:16][C:13]([F:14])([F:15])[C:7]1[CH:6]=[C:5]2[C:4](=[CH:9][C:8]=1[NH2:10])[NH:19][CH:18]=[CH:17]2. The yield is 0.140.